Dataset: NCI-60 drug combinations with 297,098 pairs across 59 cell lines. Task: Regression. Given two drug SMILES strings and cell line genomic features, predict the synergy score measuring deviation from expected non-interaction effect. Drug 1: C1=CC=C(C(=C1)C(C2=CC=C(C=C2)Cl)C(Cl)Cl)Cl. Drug 2: CC(C)NC(=O)C1=CC=C(C=C1)CNNC.Cl. Cell line: CCRF-CEM. Synergy scores: CSS=6.08, Synergy_ZIP=-2.14, Synergy_Bliss=2.58, Synergy_Loewe=0.458, Synergy_HSA=0.659.